Task: Predict which catalyst facilitates the given reaction.. Dataset: Catalyst prediction with 721,799 reactions and 888 catalyst types from USPTO (1) Reactant: [CH3:1][O:2][C:3]([C:5]1[N:6]([NH:23][CH3:24])[C:7](=[O:22])[C:8]2[C:13]([C:14]=1[C:15]1[CH:20]=[CH:19][CH:18]=[CH:17][CH:16]=1)=[CH:12][C:11]([Cl:21])=[CH:10][CH:9]=2)=[O:4].[C:25](=O)([O-])[O-].[K+].[K+].CI. Product: [CH3:1][O:2][C:3]([C:5]1[N:6]([N:23]([CH3:25])[CH3:24])[C:7](=[O:22])[C:8]2[C:13]([C:14]=1[C:15]1[CH:20]=[CH:19][CH:18]=[CH:17][CH:16]=1)=[CH:12][C:11]([Cl:21])=[CH:10][CH:9]=2)=[O:4]. The catalyst class is: 3. (2) Reactant: [N+:1]([C:4]1[CH:9]=[CH:8][C:7]([N:10]2[CH:14]=[CH:13][N:12]([C:15]3[CH:20]=[CH:19][C:18]([O:21][C:22]([F:25])([F:24])[F:23])=[CH:17][CH:16]=3)[C:11]2=[O:26])=[CH:6][CH:5]=1)([O-])=O.[Sn](Cl)Cl.C([O-])(O)=O.[Na+]. Product: [NH2:1][C:4]1[CH:9]=[CH:8][C:7]([N:10]2[CH:14]=[CH:13][N:12]([C:15]3[CH:16]=[CH:17][C:18]([O:21][C:22]([F:24])([F:25])[F:23])=[CH:19][CH:20]=3)[C:11]2=[O:26])=[CH:6][CH:5]=1. The catalyst class is: 25. (3) Reactant: O[C@@H:2]1[CH2:5][C@H:4]([NH:6][C:7](=[O:16])[O:8][CH2:9][C:10]2[CH:15]=[CH:14][CH:13]=[CH:12][CH:11]=2)[CH2:3]1.C(N(C(C)C)CC)(C)C.CS(Cl)(=O)=O.[NH2:31][NH2:32]. Product: [NH:31]([C@H:2]1[CH2:5][C@H:4]([NH:6][C:7](=[O:16])[O:8][CH2:9][C:10]2[CH:15]=[CH:14][CH:13]=[CH:12][CH:11]=2)[CH2:3]1)[NH2:32]. The catalyst class is: 4. (4) Reactant: Br[C:2]1[S:6][C:5]([C:7]([O:9][CH2:10][CH3:11])=[O:8])=[CH:4][CH:3]=1.[CH3:12][N:13]1[CH2:19][CH2:18][CH2:17][NH:16][CH2:15][CH2:14]1.C1C=CC(P(C2C(C3C(P(C4C=CC=CC=4)C4C=CC=CC=4)=CC=C4C=3C=CC=C4)=C3C(C=CC=C3)=CC=2)C2C=CC=CC=2)=CC=1.C(=O)([O-])[O-].[Cs+].[Cs+]. Product: [CH3:12][N:13]1[CH2:19][CH2:18][CH2:17][N:16]([C:2]2[S:6][C:5]([C:7]([O:9][CH2:10][CH3:11])=[O:8])=[CH:4][CH:3]=2)[CH2:15][CH2:14]1. The catalyst class is: 160. (5) Reactant: [CH3:1][O:2][C:3]1[CH:4]=[C:5]([C:13]2[CH:18]=[CH:17][C:16]([C:19]3[CH:24]=[C:23]([O:25][CH3:26])[C:22]([O:27][CH3:28])=[C:21]([O:29][CH3:30])[CH:20]=3)=[CH:15][N:14]=2)[CH:6]=[C:7]([O:11][CH3:12])[C:8]=1[O:9][CH3:10].[Cl-].[NH+]1[CH:37]=[CH:36][CH:35]=[CH:34][CH:33]=1.BrC[CH2:40][CH2:41][CH2:42][CH2:43][CH2:44][CH2:45][CH2:46][CH2:47][CH2:48][CH2:49][CH3:50].C(=O)([O-])[O-].[K+].[K+]. Product: [CH2:12]([O:11][C:7]1[CH:6]=[C:5]([C:13]2[CH:18]=[CH:17][C:16]([C:19]3[CH:20]=[C:21]([O:29][CH2:30][CH2:50][CH2:49][CH2:48][CH2:47][CH2:46][CH2:45][CH2:44][CH2:43][CH2:42][CH2:41][CH3:40])[C:22]([O:27][CH2:28][CH2:15][CH2:16][CH2:17][CH2:18][CH2:13][CH2:5][CH2:4][CH2:3][CH2:8][CH2:7][CH3:6])=[C:23]([O:25][CH2:26][CH2:50][CH2:49][CH2:48][CH2:47][CH2:46][CH2:45][CH2:44][CH2:43][CH2:42][CH2:41][CH3:40])[CH:24]=3)=[CH:15][N:14]=2)[CH:4]=[C:3]([O:2][CH2:1][CH2:50][CH2:49][CH2:48][CH2:47][CH2:46][CH2:45][CH2:44][CH2:43][CH2:42][CH2:41][CH3:40])[C:8]=1[O:9][CH2:10][CH2:50][CH2:49][CH2:48][CH2:47][CH2:46][CH2:45][CH2:44][CH2:43][CH2:42][CH2:41][CH3:40])[CH2:33][CH2:34][CH2:35][CH2:36][CH2:37][CH2:23][CH2:24][CH2:19][CH2:20][CH2:21][CH3:22]. The catalyst class is: 18. (6) Reactant: [NH2:1][C:2]1[C:3]2[N:10]=[C:9]([C:11]3[N:15]([CH2:16][CH:17]4[CH2:22][CH2:21][C:20](=[O:23])[CH2:19][CH2:18]4)[CH:14]=[N:13][C:12]=3[C:24]3[CH:29]=[CH:28][CH:27]=[CH:26][CH:25]=3)[S:8][C:4]=2[N:5]=[CH:6][N:7]=1.C(O[BH-](OC(=O)C)OC(=O)C)(=O)C.[Na+].CN1CCNCC1. Product: [NH2:1][C:2]1[C:3]2[N:10]=[C:9]([C:11]3[N:15]([CH2:16][CH:17]4[CH2:18][CH2:19][CH:20]([OH:23])[CH2:21][CH2:22]4)[CH:14]=[N:13][C:12]=3[C:24]3[CH:25]=[CH:26][CH:27]=[CH:28][CH:29]=3)[S:8][C:4]=2[N:5]=[CH:6][N:7]=1. The catalyst class is: 23.